From a dataset of Peptide-MHC class II binding affinity with 134,281 pairs from IEDB. Regression. Given a peptide amino acid sequence and an MHC pseudo amino acid sequence, predict their binding affinity value. This is MHC class II binding data. (1) The peptide sequence is ELFVAAYVPYVAWLV. The MHC is DRB1_1101 with pseudo-sequence DRB1_1101. The binding affinity (normalized) is 0.353. (2) The peptide sequence is KYTATISGLKPGVDY. The MHC is HLA-DQA10301-DQB10302 with pseudo-sequence HLA-DQA10301-DQB10302. The binding affinity (normalized) is 0.350. (3) The binding affinity (normalized) is 0.486. The MHC is DRB1_0401 with pseudo-sequence DRB1_0401. The peptide sequence is LLLMRTSWALCEALT. (4) The peptide sequence is EILGRRMPQVGVGAG. The MHC is H-2-IAd with pseudo-sequence H-2-IAd. The binding affinity (normalized) is 0.223. (5) The peptide sequence is VSYQPLGDKVNFFRMVISNP. The MHC is DRB1_0405 with pseudo-sequence DRB1_0405. The binding affinity (normalized) is 0.407. (6) The peptide sequence is EKKYFAATQFKPLAA. The MHC is HLA-DPA10103-DPB10401 with pseudo-sequence HLA-DPA10103-DPB10401. The binding affinity (normalized) is 0.982. (7) The peptide sequence is AFKVAANAANAAPAN. The MHC is DRB1_0802 with pseudo-sequence DRB1_0802. The binding affinity (normalized) is 0.688.